This data is from Full USPTO retrosynthesis dataset with 1.9M reactions from patents (1976-2016). The task is: Predict the reactants needed to synthesize the given product. (1) Given the product [CH:39]([C:36]1[CH:37]=[CH:38][C:33]([NH:32][C:31]([N:18]2[CH2:19][CH2:20][CH:15]([C:6]3[C:5]4[C:10](=[CH:11][C:12]([O:13][CH3:14])=[C:3]([O:2][CH3:1])[CH:4]=4)[N:9]=[CH:8][N:7]=3)[CH2:16][CH2:17]2)=[O:30])=[CH:34][CH:35]=1)([CH3:41])[CH3:40], predict the reactants needed to synthesize it. The reactants are: [CH3:1][O:2][C:3]1[CH:4]=[C:5]2[C:10](=[CH:11][C:12]=1[O:13][CH3:14])[N:9]=[CH:8][N:7]=[C:6]2[CH:15]1[CH2:20][CH2:19][NH:18][CH2:17][CH2:16]1.[N+](C1C=CC([O:30][C:31](=O)[NH:32][C:33]2[CH:38]=[CH:37][C:36]([CH:39]([CH3:41])[CH3:40])=[CH:35][CH:34]=2)=CC=1)([O-])=O. (2) The reactants are: C([O:8][C:9](=[O:59])[C@H:10]([NH:48]C(OCC1C=CC=CC=1)=O)[CH2:11][N:12]1[CH2:23][CH2:22][N:21]([CH2:24][C:25]([O:27][C:28]([CH3:31])([CH3:30])[CH3:29])=[O:26])[CH2:20][CH2:19][N:18]([CH2:32][C:33]([O:35][C:36]([CH3:39])([CH3:38])[CH3:37])=[O:34])[CH2:17][CH2:16][N:15]([CH2:40][C:41]([O:43][C:44]([CH3:47])([CH3:46])[CH3:45])=[O:42])[CH2:14][CH2:13]1)C1C=CC=CC=1. Given the product [NH2:48][C@H:10]([CH2:11][N:12]1[CH2:13][CH2:14][N:15]([CH2:40][C:41](=[O:42])[O:43][C:44]([CH3:47])([CH3:45])[CH3:46])[CH2:16][CH2:17][N:18]([CH2:32][C:33](=[O:34])[O:35][C:36]([CH3:37])([CH3:38])[CH3:39])[CH2:19][CH2:20][N:21]([CH2:24][C:25]([O:27][C:28]([CH3:31])([CH3:30])[CH3:29])=[O:26])[CH2:22][CH2:23]1)[C:9]([OH:59])=[O:8], predict the reactants needed to synthesize it. (3) Given the product [NH2:17][C:15](=[O:16])[CH:14]([CH3:18])[CH2:13][C:9]1[CH:8]=[C:7]([N:6]2[C:2]([NH:1][C:35]([NH:34][C:28]3[CH:29]=[CH:30][CH:31]=[C:32]([Cl:33])[C:27]=3[Cl:26])=[O:36])=[CH:3][C:4]([C:19]3[CH:24]=[CH:23][CH:22]=[CH:21][C:20]=3[F:25])=[N:5]2)[CH:12]=[CH:11][CH:10]=1, predict the reactants needed to synthesize it. The reactants are: [NH2:1][C:2]1[N:6]([C:7]2[CH:8]=[C:9]([CH2:13][CH:14]([CH3:18])[C:15]([NH2:17])=[O:16])[CH:10]=[CH:11][CH:12]=2)[N:5]=[C:4]([C:19]2[CH:24]=[CH:23][CH:22]=[CH:21][C:20]=2[F:25])[CH:3]=1.[Cl:26][C:27]1[C:32]([Cl:33])=[CH:31][CH:30]=[CH:29][C:28]=1[N:34]=[C:35]=[O:36].